Dataset: Peptide-MHC class I binding affinity with 185,985 pairs from IEDB/IMGT. Task: Regression. Given a peptide amino acid sequence and an MHC pseudo amino acid sequence, predict their binding affinity value. This is MHC class I binding data. (1) The peptide sequence is EDDDLVGV. The MHC is Mamu-B01 with pseudo-sequence Mamu-B01. The binding affinity (normalized) is 0. (2) The peptide sequence is SHEGEGIPL. The MHC is HLA-A02:03 with pseudo-sequence HLA-A02:03. The binding affinity (normalized) is 0.0847. (3) The peptide sequence is YLNTLTLAV. The binding affinity (normalized) is 0.815. The MHC is HLA-A02:06 with pseudo-sequence HLA-A02:06. (4) The peptide sequence is RTSKAALER. The MHC is HLA-A01:01 with pseudo-sequence HLA-A01:01. The binding affinity (normalized) is 0. (5) The peptide sequence is IVLSHILPL. The MHC is BoLA-AW10 with pseudo-sequence BoLA-AW10. The binding affinity (normalized) is 0.0641.